Dataset: Full USPTO retrosynthesis dataset with 1.9M reactions from patents (1976-2016). Task: Predict the reactants needed to synthesize the given product. (1) Given the product [F:28][C:9]([F:8])([CH:25]([F:27])[F:26])[CH2:10][O:11][C:12]1[N:13]=[CH:14][C:15]([C:18]([OH:20])=[O:19])=[N:16][CH:17]=1, predict the reactants needed to synthesize it. The reactants are: FC(F)(F)C(O)=O.[F:8][C:9]([F:28])([CH:25]([F:27])[F:26])[CH2:10][O:11][C:12]1[N:13]=[CH:14][C:15]([C:18]([O:20]C(C)(C)C)=[O:19])=[N:16][CH:17]=1. (2) The reactants are: [CH3:1][C:2]1([CH3:16])[CH2:6][CH2:5][CH2:4][CH:3]1[NH:7][NH:8]C(OC(C)(C)C)=O.[ClH:17]. Given the product [ClH:17].[ClH:17].[ClH:17].[CH3:1][C:2]1([CH3:16])[CH2:6][CH2:5][CH2:4][CH:3]1[NH:7][NH2:8], predict the reactants needed to synthesize it. (3) Given the product [CH2:1]([O:8][C:9]1[CH:10]=[C:11]2[C:15](=[CH:16][CH:17]=1)[N:14]([CH2:18][C:19]1[CH:24]=[CH:23][C:22]([O:25][CH2:26][CH2:27][CH2:28][N:47]3[CH2:52][CH2:51][CH2:50][CH2:49][CH2:48]3)=[CH:21][CH:20]=1)[C:13]([C:30]1[CH:35]=[CH:34][C:33]([O:36][CH2:37][C:38]3[CH:43]=[CH:42][CH:41]=[CH:40][CH:39]=3)=[CH:32][CH:31]=1)=[C:12]2[CH3:44])[C:2]1[CH:7]=[CH:6][CH:5]=[CH:4][CH:3]=1, predict the reactants needed to synthesize it. The reactants are: [CH2:1]([O:8][C:9]1[CH:10]=[C:11]2[C:15](=[CH:16][CH:17]=1)[N:14]([CH2:18][C:19]1[CH:24]=[CH:23][C:22]([O:25][CH2:26][CH2:27][CH2:28]Cl)=[CH:21][CH:20]=1)[C:13]([C:30]1[CH:35]=[CH:34][C:33]([O:36][CH2:37][C:38]3[CH:43]=[CH:42][CH:41]=[CH:40][CH:39]=3)=[CH:32][CH:31]=1)=[C:12]2[CH3:44])[C:2]1[CH:7]=[CH:6][CH:5]=[CH:4][CH:3]=1.[I-].[K+].[NH:47]1[CH2:52][CH2:51][CH2:50][CH2:49][CH2:48]1.O. (4) Given the product [Cl:17][C:14]1[CH:15]=[CH:16][C:11]([C@H:10]([N:19]2[C:24](=[O:25])[CH:23]=[C:22]([C:31]3[CH:32]=[CH:33][N:34]=[C:29]([S:28][CH3:27])[N:30]=3)[CH:21]=[N:20]2)[CH2:9][OH:8])=[CH:12][C:13]=1[F:18], predict the reactants needed to synthesize it. The reactants are: [Si]([O:8][CH2:9][C@@H:10]([N:19]1[C:24](=[O:25])[CH:23]=[C:22](I)[CH:21]=[N:20]1)[C:11]1[CH:16]=[CH:15][C:14]([Cl:17])=[C:13]([F:18])[CH:12]=1)(C(C)(C)C)(C)C.[CH3:27][S:28][C:29]1[N:34]=[C:33]([Sn](CCCC)(CCCC)CCCC)[CH:32]=[CH:31][N:30]=1. (5) Given the product [F:14][C:11]([F:12])([F:13])[C:10]1[C:5]([C:3]2[N:4]=[C:18]([C:17]3[CH:20]=[CH:21][CH:22]=[CH:23][C:16]=3[OH:15])[NH:1][N:2]=2)=[N:6][CH:7]=[CH:8][CH:9]=1, predict the reactants needed to synthesize it. The reactants are: [NH2:1][NH:2][C:3]([C:5]1[C:10]([C:11]([F:14])([F:13])[F:12])=[CH:9][CH:8]=[CH:7][N:6]=1)=[NH:4].[OH:15][C:16]1[CH:23]=[CH:22][CH:21]=[CH:20][C:17]=1[CH:18]=O. (6) The reactants are: [F:1][C:2]1[CH:9]=[CH:8][C:5]([CH2:6][NH2:7])=[CH:4][CH:3]=1.N1CCOCC1.[CH3:16][C:17]1([CH3:27])[O:21][C:20](=[CH:22][C:23](Cl)=[O:24])[C:19](=[O:26])[O:18]1. Given the product [CH3:16][C:17]1([CH3:27])[O:21][C:20](=[CH:22][C:23]([NH:7][CH2:6][C:5]2[CH:8]=[CH:9][C:2]([F:1])=[CH:3][CH:4]=2)=[O:24])[C:19](=[O:26])[O:18]1, predict the reactants needed to synthesize it. (7) Given the product [O:1]1[C:5]2[CH:6]=[CH:7][CH:8]=[C:9]([N:10]3[CH2:15][CH2:14][N:13]([CH2:16][CH2:17][C@H:18]4[CH2:19][CH2:20][C@H:21]([NH:24][C:25](=[O:30])[C:26]([O:29][CH3:31])([CH3:28])[CH3:27])[CH2:22][CH2:23]4)[CH2:12][CH2:11]3)[C:4]=2[O:3][CH2:2]1, predict the reactants needed to synthesize it. The reactants are: [O:1]1[C:5]2[CH:6]=[CH:7][CH:8]=[C:9]([N:10]3[CH2:15][CH2:14][N:13]([CH2:16][CH2:17][CH:18]4[CH2:23][CH2:22][CH:21]([NH:24][C:25](=[O:30])[C:26]([OH:29])([CH3:28])[CH3:27])[CH2:20][CH2:19]4)[CH2:12][CH2:11]3)[C:4]=2[O:3][CH2:2]1.[CH3:31]I. (8) The reactants are: Cl.Cl[C:3]1[C:12]2[C:7](=[CH:8][CH:9]=[CH:10][CH:11]=2)[CH:6]=[N:5][N:4]=1.[NH2:13][C:14]1[CH:19]=[CH:18][CH:17]=[C:16]([CH3:20])[CH:15]=1. Given the product [CH3:20][C:16]1[CH:15]=[C:14]([CH:19]=[CH:18][CH:17]=1)[NH:13][C:3]1[C:12]2[C:7](=[CH:8][CH:9]=[CH:10][CH:11]=2)[CH:6]=[N:5][N:4]=1, predict the reactants needed to synthesize it.